Dataset: Reaction yield outcomes from USPTO patents with 853,638 reactions. Task: Predict the reaction yield, written as a fraction of the theoretical maximum amount of product (1.0 means a 100% yield; for example, 0.34 means a 34% yield). (1) The reactants are [CH3:1][O:2][C:3]([NH:5][C@H:6]([C:10]([N:12]1[CH:16]([C:17]2[NH:18][CH:19]=[C:20]([C:22]3[CH:27]=[CH:26][C:25]([C:28]4[CH:33]=[CH:32][C:31]([C:34]5[N:35]=[C:36]([C@@H:39]6[CH2:43][CH2:42][CH2:41][N:40]6[C:44](=[O:54])[C@H:45]([CH:51]([CH3:53])[CH3:52])[NH:46][C:47]([O:49][CH3:50])=[O:48])[NH:37][CH:38]=5)=[CH:30][CH:29]=4)=[CH:24][CH:23]=3)[N:21]=2)[CH2:15][C:14]2([CH2:59][CH2:58][N:57](C(OC(C)(C)C)=O)[CH2:56][CH2:55]2)[CH2:13]1)=[O:11])[CH:7]([CH3:9])[CH3:8])=[O:4].FC(F)(F)C(O)=O. The catalyst is C(Cl)Cl. The product is [CH3:52][CH:51]([CH3:53])[C@H:45]([NH:46][C:47](=[O:48])[O:49][CH3:50])[C:44]([N:40]1[CH2:41][CH2:42][CH2:43][C@H:39]1[C:36]1[NH:37][CH:38]=[C:34]([C:31]2[CH:32]=[CH:33][C:28]([C:25]3[CH:24]=[CH:23][C:22]([C:20]4[N:21]=[C:17]([CH:16]5[CH2:15][C:14]6([CH2:55][CH2:56][NH:57][CH2:58][CH2:59]6)[CH2:13][N:12]5[C:10](=[O:11])[C@@H:6]([NH:5][C:3]([O:2][CH3:1])=[O:4])[CH:7]([CH3:8])[CH3:9])[NH:18][CH:19]=4)=[CH:27][CH:26]=3)=[CH:29][CH:30]=2)[N:35]=1)=[O:54]. The yield is 0.810. (2) The reactants are [NH2:1][C:2]1[CH:7]=[CH:6][CH:5]=[CH:4][CH:3]=1.Cl[C:9]1[CH:10]=[C:11]([C:15]2[CH:24]=[CH:23][C:22]3[C:17](=[CH:18][CH:19]=[CH:20][CH:21]=3)[N:16]=2)[CH:12]=[CH:13][CH:14]=1.CC(C)([O-])C.[Na+]. The catalyst is C1C=CC(/C=C/C(/C=C/C2C=CC=CC=2)=O)=CC=1.C1C=CC(/C=C/C(/C=C/C2C=CC=CC=2)=O)=CC=1.C1C=CC(/C=C/C(/C=C/C2C=CC=CC=2)=O)=CC=1.[Pd].[Pd].C1(C)C=CC=CC=1. The product is [C:2]1([NH:1][C:13]2[CH:14]=[CH:9][CH:10]=[C:11]([C:15]3[CH:24]=[CH:23][C:22]4[C:17](=[CH:18][CH:19]=[CH:20][CH:21]=4)[N:16]=3)[CH:12]=2)[CH:7]=[CH:6][CH:5]=[CH:4][CH:3]=1. The yield is 0.462. (3) The reactants are [SH2:1].[O:2]=[C:3]1[N:8]([C:9]2[CH:14]=[CH:13][CH:12]=[CH:11][CH:10]=2)[C:7]2[S:15][C:16]([C:24]#[N:25])=[C:17]([C:18]3[CH:23]=[CH:22][CH:21]=[CH:20][CH:19]=3)[C:6]=2[CH:5]=[CH:4]1. The catalyst is N1C=CC=CC=1.C(N(CC)CC)C. The product is [O:2]=[C:3]1[N:8]([C:9]2[CH:10]=[CH:11][CH:12]=[CH:13][CH:14]=2)[C:7]2[S:15][C:16]([C:24](=[S:1])[NH2:25])=[C:17]([C:18]3[CH:23]=[CH:22][CH:21]=[CH:20][CH:19]=3)[C:6]=2[CH:5]=[CH:4]1. The yield is 0.400. (4) The reactants are CN(C(ON1N=NC2C=CC=NC1=2)=[N+](C)C)C.F[P-](F)(F)(F)(F)F.CCN(C(C)C)C(C)C.[NH2:34][C:35]1[N:40]=[CH:39][C:38]([C:41]2[CH:49]=[CH:48][C:44]([C:45](O)=[O:46])=[C:43]([CH3:50])[CH:42]=2)=[CH:37][C:36]=1[C:51]1[N:52]=[N:53][N:54]([CH:56]([CH3:58])[CH3:57])[CH:55]=1.[NH:59]1[CH2:64][CH2:63][O:62][CH2:61][CH2:60]1. The catalyst is CN(C=O)C. The product is [NH2:34][C:35]1[N:40]=[CH:39][C:38]([C:41]2[CH:49]=[CH:48][C:44]([C:45]([N:59]3[CH2:64][CH2:63][O:62][CH2:61][CH2:60]3)=[O:46])=[C:43]([CH3:50])[CH:42]=2)=[CH:37][C:36]=1[C:51]1[N:52]=[N:53][N:54]([CH:56]([CH3:58])[CH3:57])[CH:55]=1. The yield is 0.614. (5) The reactants are [C:1]1([C:15]2[CH:20]=[CH:19][CH:18]=[CH:17][CH:16]=2)[CH:6]=[CH:5][C:4]([C:7]([CH:9]2[NH:13][C:12](=[O:14])[CH2:11][CH2:10]2)=O)=[CH:3][CH:2]=1.OS(O)(=O)=O.[H][H]. The catalyst is C1COCC1.CO.C1(C)C=CC=CC=1.[Pd]. The product is [C:1]1([C:15]2[CH:16]=[CH:17][CH:18]=[CH:19][CH:20]=2)[CH:2]=[CH:3][C:4]([CH2:7][CH:9]2[NH:13][C:12](=[O:14])[CH2:11][CH2:10]2)=[CH:5][CH:6]=1. The yield is 0.965. (6) The reactants are CC(C)[C@@H](N1CC2C(=CC(C3C=CC(NC(NC4C=CC=C(C(F)(F)F)C=4)=O)=CC=3)=CC=2)C1=O)C(O)=O.[O:38]=[C:39]1[C:47]2[C:42](=[CH:43][CH:44]=[C:45]([C:48]3[CH:53]=[CH:52][C:51]([NH:54][C:55]([NH:57][C:58]4[CH:63]=[CH:62][CH:61]=[C:60]([C:64]([F:67])([F:66])[F:65])[CH:59]=4)=[O:56])=[CH:50][CH:49]=3)[CH:46]=2)[CH2:41][N:40]1[CH2:68][CH2:69][CH2:70][C:71]([O:73]C)=[O:72]. No catalyst specified. The product is [O:38]=[C:39]1[C:47]2[C:42](=[CH:43][CH:44]=[C:45]([C:48]3[CH:53]=[CH:52][C:51]([NH:54][C:55]([NH:57][C:58]4[CH:63]=[CH:62][CH:61]=[C:60]([C:64]([F:66])([F:65])[F:67])[CH:59]=4)=[O:56])=[CH:50][CH:49]=3)[CH:46]=2)[CH2:41][N:40]1[CH2:68][CH2:69][CH2:70][C:71]([OH:73])=[O:72]. The yield is 0.820.